This data is from Forward reaction prediction with 1.9M reactions from USPTO patents (1976-2016). The task is: Predict the product of the given reaction. (1) Given the reactants [F:1][C:2]1[CH:3]=[N:4][CH:5]=[C:6]([CH:11]=1)[C:7](Cl)=[N:8][OH:9].[C:12]([C:14]1[CH:15]=[C:16]([CH:19]=[CH:20][CH:21]=1)[C:17]#[N:18])#[CH:13].N, predict the reaction product. The product is: [F:1][C:2]1[CH:11]=[C:6]([C:7]2[CH:13]=[C:12]([C:14]3[CH:15]=[C:16]([CH:19]=[CH:20][CH:21]=3)[C:17]#[N:18])[O:9][N:8]=2)[CH:5]=[N:4][CH:3]=1. (2) Given the reactants [C:1]1(=O)[C:10]2[C:5](=[CH:6][CH:7]=[CH:8][CH:9]=2)[CH2:4][CH2:3][O:2]1.C[O-:13].[Na+].[N:15](OCC(C)C)=[O:16].Cl, predict the reaction product. The product is: [CH2:1]1[C:10]2[C:5](=[CH:6][CH:7]=[CH:8][CH:9]=2)[C:4](=[N:15][OH:16])[C:3](=[O:13])[O:2]1. (3) The product is: [CH3:35][O:36][C:37](=[O:48])[C:38]1[CH:43]=[CH:42][CH:41]=[CH:40][CH:39]=1. Given the reactants C([Si](C)(C)OC(CC1C=CC=CC=1)CCC1NC(=O)CC1)(C)(C)C.C[Si]([N-][Si](C)(C)C)(C)C.[Na+].[CH3:35][O:36][C:37](=[O:48])[C:38]1[CH:43]=[CH:42][C:41](CCCBr)=[CH:40][CH:39]=1, predict the reaction product. (4) Given the reactants FC(F)(F)C(O)=O.C([O:15][C:16]1[CH:34]=[CH:33][C:19]([CH2:20][C:21]2[CH:25]=[C:24]([C:26]3[CH:27]=[CH:28][C:29]([NH2:32])=[N:30][CH:31]=3)[O:23][N:22]=2)=[CH:18][CH:17]=1)C1C=CC=CC=1.C1(SC)C=CC=CC=1.C(=O)([O-])O.[Na+], predict the reaction product. The product is: [NH2:32][C:29]1[N:30]=[CH:31][C:26]([C:24]2[O:23][N:22]=[C:21]([CH2:20][C:19]3[CH:33]=[CH:34][C:16]([OH:15])=[CH:17][CH:18]=3)[CH:25]=2)=[CH:27][CH:28]=1. (5) Given the reactants CO[C:3]1[N:8]=[C:7]([C:9]2[CH:14]=[CH:13][CH:12]=[C:11](OC)[N:10]=2)[CH:6]=[CH:5][CH:4]=1.C(O)(=[O:19])C, predict the reaction product. The product is: [N:8]1[CH:3]=[CH:4][CH2:5][C:6](=[O:19])[C:7]=1[C:9]1[CH:14]=[CH:13][CH:12]=[CH:11][N:10]=1. (6) Given the reactants [H-].[Na+].[CH3:3][CH2:4][O:5][C:6](/[CH:8]=[CH:9]/[CH2:10]P(OCC)(OCC)=O)=[O:7].[Cl:19][C:20]1[CH:27]=[C:26]([Cl:28])[CH:25]=[CH:24][C:21]=1[CH:22]=O, predict the reaction product. The product is: [CH2:4]([O:5][C:6](=[O:7])[CH:8]=[CH:9][CH:10]=[CH:22][C:21]1[CH:24]=[CH:25][C:26]([Cl:28])=[CH:27][C:20]=1[Cl:19])[CH3:3]. (7) Given the reactants [NH:1]1[C:5]2=[N+:6]([O-])[CH:7]=[CH:8][CH:9]=[C:4]2[CH:3]=[CH:2]1.[OH-].[Na+].O=P(Cl)(Cl)[Cl:15], predict the reaction product. The product is: [Cl:15][C:9]1[CH:8]=[CH:7][N:6]=[C:5]2[NH:1][CH:2]=[CH:3][C:4]=12. (8) The product is: [N:28]1([CH2:27][CH2:26][O:25][C:22]2[CH:21]=[CH:20][C:19]([NH:18][C:16]3[S:17][C:13]([C:10]4[CH:9]=[CH:8][C:7]([OH:6])=[CH:12][CH:11]=4)=[CH:14][N:15]=3)=[CH:24][CH:23]=2)[CH2:29][CH2:30][CH2:31][CH2:32]1. Given the reactants B(Br)(Br)Br.C[O:6][C:7]1[CH:12]=[CH:11][C:10]([C:13]2[S:17][C:16]([NH:18][C:19]3[CH:24]=[CH:23][C:22]([O:25][CH2:26][CH2:27][N:28]4[CH2:32][CH2:31][CH2:30][CH2:29]4)=[CH:21][CH:20]=3)=[N:15][CH:14]=2)=[CH:9][CH:8]=1, predict the reaction product. (9) Given the reactants Br[C:2]1[CH:33]=[CH:32][C:5]([C:6]([N:8]2[CH2:13][CH2:12][N:11]([CH2:14][CH2:15][CH2:16][N:17]3[CH2:22][CH2:21][N:20]([C:23](=[O:31])[C:24]4[CH:29]=[CH:28][C:27](Br)=[CH:26][CH:25]=4)[CH2:19][CH2:18]3)[CH2:10][CH2:9]2)=[O:7])=[CH:4][CH:3]=1.[CH3:34][O:35][C:36]1[CH:37]=[C:38](B(O)O)[CH:39]=[C:40]([O:46][CH3:47])[C:41]=1[O:42][CH2:43][CH2:44][CH3:45], predict the reaction product. The product is: [CH3:34][O:35][C:36]1[CH:37]=[C:38]([C:2]2[CH:33]=[CH:32][C:5]([C:6]([N:8]3[CH2:9][CH2:10][N:11]([CH2:14][CH2:15][CH2:16][N:17]4[CH2:18][CH2:19][N:20]([C:23](=[O:31])[C:24]5[CH:25]=[CH:26][C:27]([C:38]6[CH:37]=[C:36]([O:35][CH3:34])[C:41]([O:42][CH2:43][CH2:44][CH3:45])=[C:40]([O:46][CH3:47])[CH:39]=6)=[CH:28][CH:29]=5)[CH2:21][CH2:22]4)[CH2:12][CH2:13]3)=[O:7])=[CH:4][CH:3]=2)[CH:39]=[C:40]([O:46][CH3:47])[C:41]=1[O:42][CH2:43][CH2:44][CH3:45].